From a dataset of Forward reaction prediction with 1.9M reactions from USPTO patents (1976-2016). Predict the product of the given reaction. Given the reactants C([S:4][CH2:5][C:6]1[CH:15]=[CH:14][C:9]([C:10]([O:12][CH3:13])=[O:11])=[CH:8][CH:7]=1)(=O)C.C[O-].[Na+].F[C:20]1[CH:21]=[C:22]([CH3:29])[CH:23]=[CH:24][C:25]=1[N+:26]([O-:28])=[O:27].[Cl-].[NH4+], predict the reaction product. The product is: [N+:26]([C:25]1[CH:24]=[CH:23][C:22]([CH3:29])=[CH:21][C:20]=1[S:4][CH2:5][C:6]1[CH:15]=[CH:14][C:9]([C:10]([O:12][CH3:13])=[O:11])=[CH:8][CH:7]=1)([O-:28])=[O:27].